The task is: Regression. Given a peptide amino acid sequence and an MHC pseudo amino acid sequence, predict their binding affinity value. This is MHC class II binding data.. This data is from Peptide-MHC class II binding affinity with 134,281 pairs from IEDB. (1) The peptide sequence is SDYVYQPFPKTVWEQ. The MHC is HLA-DPA10103-DPB10201 with pseudo-sequence HLA-DPA10103-DPB10201. The binding affinity (normalized) is 0.595. (2) The peptide sequence is IITPTNVSHIQSAVV. The MHC is HLA-DQA10401-DQB10402 with pseudo-sequence HLA-DQA10401-DQB10402. The binding affinity (normalized) is 0.164. (3) The peptide sequence is PISVTAPPPQLPRPP. The MHC is HLA-DQA10501-DQB10201 with pseudo-sequence HLA-DQA10501-DQB10201. The binding affinity (normalized) is 0.258. (4) The binding affinity (normalized) is 0.145. The MHC is DRB1_0802 with pseudo-sequence DRB1_0802. The peptide sequence is DVKFPGGGQIVGGVY. (5) The peptide sequence is NRFSYIPNGALKFVD. The MHC is DRB1_0101 with pseudo-sequence DRB1_0101. The binding affinity (normalized) is 0.736. (6) The peptide sequence is AFKVAALAANAAPAN. The MHC is DRB1_0401 with pseudo-sequence DRB1_0401. The binding affinity (normalized) is 0.634. (7) The peptide sequence is TLELLYADTVAFCFR. The MHC is DRB1_0301 with pseudo-sequence DRB1_0301. The binding affinity (normalized) is 0.0393.